This data is from CYP3A4 inhibition data for predicting drug metabolism from PubChem BioAssay. The task is: Regression/Classification. Given a drug SMILES string, predict its absorption, distribution, metabolism, or excretion properties. Task type varies by dataset: regression for continuous measurements (e.g., permeability, clearance, half-life) or binary classification for categorical outcomes (e.g., BBB penetration, CYP inhibition). Dataset: cyp3a4_veith. (1) The drug is COC(=O)[C@@]1(Cc2ccc(OC)cc2)[C@H]2c3cc(C(=O)N(C)C)n(Cc4ccsc4Br)c3C[C@H]2CN1C(=O)c1ccccc1. The result is 1 (inhibitor). (2) The drug is C/C(=N/NS(=O)(=O)c1ccc(C)cc1)c1cccc(NC(=O)c2cccc(Cl)c2)c1. The result is 1 (inhibitor). (3) The drug is Cc1ccc(C(=O)c2cn(-c3ccc(F)c(Cl)c3)nn2)cc1. The result is 0 (non-inhibitor). (4) The compound is O=C1Nc2cc(C(=O)N3CCOCC3)ccc2SC1N1CCOCC1. The result is 0 (non-inhibitor).